This data is from Reaction yield outcomes from USPTO patents with 853,638 reactions. The task is: Predict the reaction yield, written as a fraction of the theoretical maximum amount of product (1.0 means a 100% yield; for example, 0.34 means a 34% yield). (1) The reactants are S(O)(O)(=O)=O.[CH3:6][S:7][C:8](=[NH:10])[NH2:9].[OH-].[Na+].[C:13]([O:17][C:18](O[C:18]([O:17][C:13]([CH3:16])([CH3:15])[CH3:14])=[O:19])=[O:19])([CH3:16])([CH3:15])[CH3:14]. The catalyst is C(Cl)Cl.O.[Cl-].[Na+].O. The product is [NH2:10][C:8](=[N:9][C:18](=[O:19])[O:17][C:13]([CH3:16])([CH3:15])[CH3:14])[S:7][CH3:6]. The yield is 0.689. (2) The reactants are [CH3:1][NH:2][C:3]([C:5]1[N:6]([CH3:14])[C:7]2[C:12]([CH:13]=1)=[CH:11][CH:10]=[CH:9][CH:8]=2)=O.[H-].[H-].[H-].[H-].[Li+].[Al+3]. The catalyst is C1COCC1. The product is [CH3:14][N:6]1[C:7]2[C:12](=[CH:11][CH:10]=[CH:9][CH:8]=2)[CH:13]=[C:5]1[CH2:3][NH:2][CH3:1]. The yield is 0.930. (3) The reactants are [CH2:1]([O:8][CH2:9][CH2:10][CH2:11][N:12]1[C:20]2[C:15](=[CH:16][CH:17]=[CH:18][CH:19]=2)[C:14]([C:23]2[C:31](O)=[CH:30][C:26]3[O:27][CH2:28][O:29][C:25]=3[CH:24]=2)([CH2:21][OH:22])[C:13]1=[O:33])[C:2]1[CH:7]=[CH:6][CH:5]=[CH:4][CH:3]=1.C1(CCN2C3C(=CC=CC=3)C(C3C(O)=CC4OCOC=4C=3)(CO)C2=O)CC1. No catalyst specified. The product is [CH2:1]([O:8][CH2:9][CH2:10][CH2:11][N:12]1[C:20]2[C:15](=[CH:16][CH:17]=[CH:18][CH:19]=2)[C:14]2([C:23]3=[CH:24][C:25]4[O:29][CH2:28][O:27][C:26]=4[CH:30]=[C:31]3[O:22][CH2:21]2)[C:13]1=[O:33])[C:2]1[CH:3]=[CH:4][CH:5]=[CH:6][CH:7]=1. The yield is 0.980. (4) The reactants are [CH2:1]([O:3][C:4]([C:6]1[C:7]2[C:15]([CH3:16])=[N:14][N:13]([CH:17]3[CH2:22][CH2:21][CH2:20][CH2:19][O:18]3)[C:8]=2[N:9]=[C:10](Br)[CH:11]=1)=[O:5])[CH3:2].[CH2:23]([O:30][C:31]1[CH:36]=[CH:35][C:34](B(O)O)=[C:33]([F:40])[CH:32]=1)[C:24]1[CH:29]=[CH:28][CH:27]=[CH:26][CH:25]=1.C(=O)([O-])[O-].[K+].[K+].O. The catalyst is COCCOC.O. The product is [CH2:1]([O:3][C:4]([C:6]1[C:7]2[C:15]([CH3:16])=[N:14][N:13]([CH:17]3[CH2:22][CH2:21][CH2:20][CH2:19][O:18]3)[C:8]=2[N:9]=[C:10]([C:34]2[CH:35]=[CH:36][C:31]([O:30][CH2:23][C:24]3[CH:25]=[CH:26][CH:27]=[CH:28][CH:29]=3)=[CH:32][C:33]=2[F:40])[CH:11]=1)=[O:5])[CH3:2]. The yield is 0.820.